Dataset: Forward reaction prediction with 1.9M reactions from USPTO patents (1976-2016). Task: Predict the product of the given reaction. Given the reactants [C:1]([O:5][C:6](=[O:26])[CH2:7][C@@H:8]([CH2:14]OS(C1C=CC(C)=CC=1)(=O)=O)[C@@H:9]([CH3:13])[CH:10]([CH3:12])[CH3:11])([CH3:4])([CH3:3])[CH3:2].[N-:27]=[N+:28]=[N-:29].[Na+].O, predict the reaction product. The product is: [C:1]([O:5][C:6](=[O:26])[CH2:7][C@@H:8]([CH2:14][N:27]=[N+:28]=[N-:29])[C@@H:9]([CH3:13])[CH:10]([CH3:12])[CH3:11])([CH3:4])([CH3:3])[CH3:2].